This data is from Catalyst prediction with 721,799 reactions and 888 catalyst types from USPTO. The task is: Predict which catalyst facilitates the given reaction. (1) Reactant: C(OC([N:8]1[CH2:13][CH2:12][N:11]([C:14]2[CH:19]=[CH:18][C:17]([C:20]3[O:21][CH:22]=[CH:23][N:24]=3)=[CH:16][CH:15]=2)[CH2:10][CH2:9]1)=O)(C)(C)C.[ClH:25]. Product: [ClH:25].[O:21]1[CH:22]=[CH:23][N:24]=[C:20]1[C:17]1[CH:16]=[CH:15][C:14]([N:11]2[CH2:12][CH2:13][NH:8][CH2:9][CH2:10]2)=[CH:19][CH:18]=1. The catalyst class is: 12. (2) Reactant: [CH2:1]([O:3][C:4]([C:6]1[CH:7]=[C:8]([C:19](O)=[O:20])[CH:9]=[C:10]([C:12]2[CH:17]=[CH:16][C:15]([CH3:18])=[CH:14][CH:13]=2)[CH:11]=1)=[O:5])[CH3:2].Cl.CN(C)CCCN=C=NCC.O.ON1C2C=CC=CC=2N=N1.[CH3:45][C:46]1[N:51]=[CH:50][C:49]([CH2:52][NH2:53])=[CH:48][CH:47]=1.C(N(CC)C(C)C)(C)C. Product: [CH3:18][C:15]1[CH:16]=[CH:17][C:12]([C:10]2[CH:9]=[C:8]([C:19](=[O:20])[NH:53][CH2:52][C:49]3[CH:50]=[N:51][C:46]([CH3:45])=[CH:47][CH:48]=3)[CH:7]=[C:6]([C:4]([O:3][CH2:1][CH3:2])=[O:5])[CH:11]=2)=[CH:13][CH:14]=1. The catalyst class is: 2. (3) Reactant: [CH2:1]([O:3][C:4](=[O:15])[CH2:5][C:6]1[CH:11]=[CH:10][C:9]([OH:12])=[C:8]([CH3:13])[C:7]=1[CH3:14])[CH3:2].[CH3:16][C:17]1[CH:18]=[C:19]([CH:22]=[CH:23][C:24]=1F)[C:20]#[N:21].[NH2:26][C:27]1[CH:32]=[CH:31][C:30]([S:33]([NH2:36])(=[O:35])=[O:34])=[CH:29][C:28]=1[Cl:37]. Product: [CH2:1]([O:3][C:4](=[O:15])[CH2:5][C:6]1[CH:11]=[CH:10][C:9]([OH:12])=[C:8]([CH3:13])[C:7]=1[CH3:14])[CH3:2].[Cl:37][C:28]1[CH:29]=[C:30]([S:33](=[O:34])(=[O:35])[NH2:36])[CH:31]=[CH:32][C:27]=1[NH:26][C:4](=[O:15])[CH2:5][C:6]1[CH:11]=[CH:10][C:9]([O:12][C:24]2[CH:23]=[CH:22][C:19]([C:20]#[N:21])=[CH:18][C:17]=2[CH3:16])=[C:8]([CH3:13])[C:7]=1[CH3:14]. The catalyst class is: 413. (4) Reactant: [Cl:1][C:2]1[CH:7]=[CH:6][C:5]([C:8]2[N:13]=[CH:12][N:11]3[C:14](=[O:17])[NH:15][N:16]=[C:10]3[CH:9]=2)=[CH:4][CH:3]=1.Cl[CH2:19][C:20]1[CH:21]=[CH:22][C:23]([C:26]([F:29])([F:28])[F:27])=[N:24][CH:25]=1.C([O-])([O-])=O.[K+].[K+].O. Product: [Cl:1][C:2]1[CH:7]=[CH:6][C:5]([C:8]2[N:13]=[CH:12][N:11]3[C:14](=[O:17])[N:15]([CH2:19][C:20]4[CH:25]=[N:24][C:23]([C:26]([F:29])([F:27])[F:28])=[CH:22][CH:21]=4)[N:16]=[C:10]3[CH:9]=2)=[CH:4][CH:3]=1. The catalyst class is: 3.